This data is from Full USPTO retrosynthesis dataset with 1.9M reactions from patents (1976-2016). The task is: Predict the reactants needed to synthesize the given product. (1) Given the product [Cl:1][C:2]1[CH:7]=[C:6]([NH:39][CH:34]2[CH2:38][CH2:37][CH2:36][CH2:35]2)[N:5]2[N:9]=[C:10]([C:20]3[CH:25]=[CH:24][C:23]([O:26][CH3:27])=[CH:22][CH:21]=3)[C:11]([C:12]3[CH:17]=[CH:16][N:15]=[C:14]([S:18][CH3:19])[N:13]=3)=[C:4]2[CH:3]=1, predict the reactants needed to synthesize it. The reactants are: [Cl:1][C:2]1[CH:7]=[C:6](Cl)[N:5]2[N:9]=[C:10]([C:20]3[CH:25]=[CH:24][C:23]([O:26][CH3:27])=[CH:22][CH:21]=3)[C:11]([C:12]3[CH:17]=[CH:16][N:15]=[C:14]([S:18][CH3:19])[N:13]=3)=[C:4]2[CH:3]=1.C(OCC)(=O)C.[CH:34]1([NH2:39])[CH2:38][CH2:37][CH2:36][CH2:35]1. (2) Given the product [C:20]([O:24][C:25]([N:27]1[CH2:32][CH2:31][N:30]([C:33]2[CH:38]=[CH:37][CH:36]=[C:35]([C:2]3[N:3]=[C:4]4[C:10]([C:11]([C:13]5([CH3:19])[CH2:18][CH2:17][CH2:16][CH2:15][CH2:14]5)=[O:12])=[CH:9][NH:8][C:5]4=[N:6][CH:7]=3)[CH:34]=2)[CH2:29][CH2:28]1)=[O:26])([CH3:23])([CH3:21])[CH3:22], predict the reactants needed to synthesize it. The reactants are: Br[C:2]1[N:3]=[C:4]2[C:10]([C:11]([C:13]3([CH3:19])[CH2:18][CH2:17][CH2:16][CH2:15][CH2:14]3)=[O:12])=[CH:9][NH:8][C:5]2=[N:6][CH:7]=1.[C:20]([O:24][C:25]([N:27]1[CH2:32][CH2:31][N:30]([C:33]2[CH:38]=[CH:37][CH:36]=[C:35](B3OC(C)(C)C(C)(C)O3)[CH:34]=2)[CH2:29][CH2:28]1)=[O:26])([CH3:23])([CH3:22])[CH3:21]. (3) The reactants are: Br[C:2]1[CH:7]=[N:6][C:5]2=[C:8]([N:11]3[CH2:15][CH2:14][CH2:13][CH2:12]3)[S:9][N:10]=[C:4]2[CH:3]=1.[CH3:16][O:17][C:18]1[CH:19]=[C:20](B(O)O)[CH:21]=[CH:22][C:23]=1[O:24][CH3:25].C([O-])([O-])=O.[K+].[K+]. Given the product [CH3:16][O:17][C:18]1[CH:19]=[C:20]([C:2]2[CH:7]=[N:6][C:5]3=[C:8]([N:11]4[CH2:15][CH2:14][CH2:13][CH2:12]4)[S:9][N:10]=[C:4]3[CH:3]=2)[CH:21]=[CH:22][C:23]=1[O:24][CH3:25], predict the reactants needed to synthesize it. (4) Given the product [Cl:1][C:2]1[C:3]([S:31][C:26]2[CH:27]=[CH:28][C:29]([Cl:30])=[C:24]([Cl:23])[CH:25]=2)=[CH:4][C:5]([F:15])=[C:6]([CH:14]=1)[C:7]([O:9][C:10]([CH3:13])([CH3:12])[CH3:11])=[O:8], predict the reactants needed to synthesize it. The reactants are: [Cl:1][C:2]1[C:3](F)=[CH:4][C:5]([F:15])=[C:6]([CH:14]=1)[C:7]([O:9][C:10]([CH3:13])([CH3:12])[CH3:11])=[O:8].C(=O)([O-])[O-].[K+].[K+].[Cl:23][C:24]1[CH:25]=[C:26]([SH:31])[CH:27]=[CH:28][C:29]=1[Cl:30]. (5) Given the product [C:12]([C:16]1[NH:33][C:19]2[C:20]3[CH:21]=[CH:22][NH:23][C:24](=[O:32])[C:25]=3[C:26]3[C:31]([C:18]=2[N:17]=1)=[CH:30][N+:29]([O-:9])=[CH:28][CH:27]=3)([CH3:15])([CH3:13])[CH3:14], predict the reactants needed to synthesize it. The reactants are: ClC1C=CC=C(C(OO)=[O:9])C=1.[C:12]([C:16]1[NH:33][C:19]2[C:20]3[CH:21]=[CH:22][NH:23][C:24](=[O:32])[C:25]=3[C:26]3[C:31]([C:18]=2[N:17]=1)=[CH:30][N:29]=[CH:28][CH:27]=3)([CH3:15])([CH3:14])[CH3:13].C(=O)(O)[O-].[Na+]. (6) The reactants are: Cl[C:2]1[N:7]=[C:6]([O:8][CH3:9])[N:5]=[C:4]([NH:10][C:11]2[CH:16]=[CH:15][C:14]([N:17]3[CH:21]=[C:20]([CH3:22])[N:19]=[CH:18]3)=[C:13]([O:23][CH3:24])[CH:12]=2)[N:3]=1.[F:25][C:26]1[CH:31]=[CH:30][C:29]([OH:32])=[CH:28][CH:27]=1. Given the product [F:25][C:26]1[CH:31]=[CH:30][C:29]([O:32][C:2]2[N:7]=[C:6]([O:8][CH3:9])[N:5]=[C:4]([NH:10][C:11]3[CH:16]=[CH:15][C:14]([N:17]4[CH:21]=[C:20]([CH3:22])[N:19]=[CH:18]4)=[C:13]([O:23][CH3:24])[CH:12]=3)[N:3]=2)=[CH:28][CH:27]=1, predict the reactants needed to synthesize it.